This data is from Reaction yield outcomes from USPTO patents with 853,638 reactions. The task is: Predict the reaction yield, written as a fraction of the theoretical maximum amount of product (1.0 means a 100% yield; for example, 0.34 means a 34% yield). (1) The reactants are COC1C=CC(C[N:8]2[C:13]3[NH:14][N:15]=[C:16]([NH:17][C:18]4[CH:23]=[CH:22][CH:21]=[CH:20][CH:19]=4)[C:12]=3[C:11](=[O:24])[N:10]([CH3:25])[C:9]2=[O:26])=CC=1.C(O)(C(F)(F)F)=O.FC(F)(F)S(O)(=O)=O. The catalyst is C(Cl)Cl. The product is [CH3:25][N:10]1[C:11](=[O:24])[C:12]2[C:16]([NH:17][C:18]3[CH:23]=[CH:22][CH:21]=[CH:20][CH:19]=3)=[N:15][NH:14][C:13]=2[NH:8][C:9]1=[O:26]. The yield is 0.960. (2) The reactants are [NH2:1][C:2]1[CH:7]=[C:6]([Cl:8])[CH:5]=[CH:4][C:3]=1[SH:9].[CH3:10][N:11]([CH3:16])[C:12](=[O:15])[CH:13]=[CH2:14].CC(O)=O. The catalyst is C(Cl)Cl. The product is [NH2:1][C:2]1[CH:7]=[C:6]([Cl:8])[CH:5]=[CH:4][C:3]=1[S:9][CH2:14][CH2:13][C:12]([N:11]([CH3:16])[CH3:10])=[O:15]. The yield is 0.830.